Binary Classification. Given a miRNA mature sequence and a target amino acid sequence, predict their likelihood of interaction. From a dataset of Experimentally validated miRNA-target interactions with 360,000+ pairs, plus equal number of negative samples. The miRNA is hsa-miR-7153-5p with sequence UGAGAACUGACAAAUGUGGUAGG. The protein sequence of the target gene is MTQFLPPNLLALFAPRDPIPYLPPLEKLPHEKHHNQPYCGIAPYIREFEDPRDAPPPTRAETREERMERKRREKIERRQQEVETELKMWDPHNDPNAQGDAFKTLFVARVNYDTTESKLRREFEVYGPIKRIHMVYSKRSGKPRGYAFIEYEHERDMHSAYKHADGKKIDGRRVLVDVERGRTVKGWRPRRLGGGLGGTRRGGADVNIRHSGRDDTSRYDERPGPSPLPHRDRDRDRERERRERSRERDKERERRRSRSRDRRRRSRSRDKDERRRSRERSKDKDRDRKRRSSRSRERAR.... Result: 0 (no interaction).